From a dataset of Reaction yield outcomes from USPTO patents with 853,638 reactions. Predict the reaction yield, written as a fraction of the theoretical maximum amount of product (1.0 means a 100% yield; for example, 0.34 means a 34% yield). (1) The reactants are [CH2:1]([O:8][C:9]1[CH:14]=[CH:13][C:12](/[CH:15]=[CH:16]/[N+:17]([O-:19])=[O:18])=[CH:11][N:10]=1)[C:2]1[CH:7]=[CH:6][CH:5]=[CH:4][CH:3]=1.C(O)(=O)C.[B-].[Na+].O. The catalyst is CS(C)=O. The product is [CH2:1]([O:8][C:9]1[CH:14]=[CH:13][C:12]([CH2:15][CH2:16][N+:17]([O-:19])=[O:18])=[CH:11][N:10]=1)[C:2]1[CH:7]=[CH:6][CH:5]=[CH:4][CH:3]=1. The yield is 0.407. (2) The reactants are [CH2:1]([N:3]1[C:7]2=[N:8][C:9]([CH2:32][CH3:33])=[C:10]([CH2:19][NH:20][C:21]([C:23]3[N:28]=[C:27]([C:29](O)=[O:30])[CH:26]=[CH:25][CH:24]=3)=[O:22])[C:11]([NH:12][CH:13]3[CH2:18][CH2:17][O:16][CH2:15][CH2:14]3)=[C:6]2[CH:5]=[N:4]1)[CH3:2].[Br:34][C:35]1[CH:36]=[C:37]([CH2:41][NH2:42])[CH:38]=[CH:39][CH:40]=1.CN(C(ON1N=NC2C=CC=CC1=2)=[N+](C)C)C.F[P-](F)(F)(F)(F)F.CCN(CC)CC. The catalyst is C(Cl)Cl. The product is [Br:34][C:35]1[CH:36]=[C:37]([CH2:41][NH:42][C:29]([C:27]2[CH:26]=[CH:25][CH:24]=[C:23]([C:21]([NH:20][CH2:19][C:10]3[C:11]([NH:12][CH:13]4[CH2:18][CH2:17][O:16][CH2:15][CH2:14]4)=[C:6]4[CH:5]=[N:4][N:3]([CH2:1][CH3:2])[C:7]4=[N:8][C:9]=3[CH2:32][CH3:33])=[O:22])[N:28]=2)=[O:30])[CH:38]=[CH:39][CH:40]=1. The yield is 0.499. (3) The reactants are Br[C:2]1[CH:3]=[C:4]([N:22]([CH2:29][CH3:30])[CH:23]2[CH2:28][CH2:27][O:26][CH2:25][CH2:24]2)[C:5]([CH3:21])=[C:6]([CH:20]=1)[C:7]([NH:9][CH2:10][C:11]1[C:12](=[O:19])[NH:13][C:14]([CH3:18])=[CH:15][C:16]=1[CH3:17])=[O:8].[CH3:31][C:32]1[CH:33]=[C:34]([CH:37]=[CH:38][C:39]=1B1OC(C)(C)C(C)(C)O1)[CH:35]=[O:36].C([O-])([O-])=O.[Na+].[Na+]. The catalyst is O1CCOCC1.O.C1C=CC([P]([Pd]([P](C2C=CC=CC=2)(C2C=CC=CC=2)C2C=CC=CC=2)([P](C2C=CC=CC=2)(C2C=CC=CC=2)C2C=CC=CC=2)[P](C2C=CC=CC=2)(C2C=CC=CC=2)C2C=CC=CC=2)(C2C=CC=CC=2)C2C=CC=CC=2)=CC=1. The product is [CH3:17][C:16]1[CH:15]=[C:14]([CH3:18])[NH:13][C:12](=[O:19])[C:11]=1[CH2:10][NH:9][C:7]([C:6]1[CH:20]=[C:2]([C:39]2[CH:38]=[CH:37][C:34]([CH:35]=[O:36])=[CH:33][C:32]=2[CH3:31])[CH:3]=[C:4]([N:22]([CH2:29][CH3:30])[CH:23]2[CH2:28][CH2:27][O:26][CH2:25][CH2:24]2)[C:5]=1[CH3:21])=[O:8]. The yield is 0.693. (4) The reactants are [CH3:1][I:2].[O:3]=[C:4]([C:20]1[N:28]2[C:23]([CH:24]=[CH:25][CH:26]=[CH:27]2)=[CH:22][C:21]=1[C:29]1[CH:34]=[CH:33][CH:32]=[CH:31][CH:30]=1)[C:5]([NH:7][C:8]1[CH:13]=[CH:12][C:11]([N:14]2[CH2:19][CH2:18][S:17][CH2:16][CH2:15]2)=[CH:10][CH:9]=1)=[O:6]. The catalyst is C1COCC1. The product is [I-:2].[CH3:1][S+:17]1[CH2:16][CH2:15][N:14]([C:11]2[CH:12]=[CH:13][C:8]([NH:7][C:5](=[O:6])[C:4](=[O:3])[C:20]3[N:28]4[C:23]([CH:24]=[CH:25][CH:26]=[CH:27]4)=[CH:22][C:21]=3[C:29]3[CH:30]=[CH:31][CH:32]=[CH:33][CH:34]=3)=[CH:9][CH:10]=2)[CH2:19][CH2:18]1. The yield is 0.580. (5) The reactants are [CH3:1][N:2]1[CH:7]=[C:6]([C:8]2[CH:13]=[C:12]([S:14]([CH3:17])(=[O:16])=[O:15])[CH:11]=[CH:10][C:9]=2[NH:18][CH:19]2[CH2:24][CH2:23][NH:22][CH2:21][CH2:20]2)[C:5]2[CH:25]=[CH:26][NH:27][C:4]=2[C:3]1=[O:28].CN1CCOCC1.[C:36]1([S:42](Cl)(=[O:44])=[O:43])[CH:41]=[CH:40][CH:39]=[CH:38][CH:37]=1.[Cl-].[Na+]. The catalyst is CN(C)C=O. The product is [CH3:1][N:2]1[CH:7]=[C:6]([C:8]2[CH:13]=[C:12]([S:14]([CH3:17])(=[O:15])=[O:16])[CH:11]=[CH:10][C:9]=2[NH:18][CH:19]2[CH2:20][CH2:21][N:22]([S:42]([C:36]3[CH:41]=[CH:40][CH:39]=[CH:38][CH:37]=3)(=[O:44])=[O:43])[CH2:23][CH2:24]2)[C:5]2[CH:25]=[CH:26][NH:27][C:4]=2[C:3]1=[O:28]. The yield is 0.820.